From a dataset of Reaction yield outcomes from USPTO patents with 853,638 reactions. Predict the reaction yield, written as a fraction of the theoretical maximum amount of product (1.0 means a 100% yield; for example, 0.34 means a 34% yield). The reactants are C([O:3][C:4](=[O:25])[CH2:5][CH:6]1[O:10][B:9]([OH:11])[C:8]2[CH:12]=[C:13]([O:18][C:19]3[N:24]=[CH:23][CH:22]=[CH:21][N:20]=3)[CH:14]=[C:15]([CH2:16][CH3:17])[C:7]1=2)C.[Li+].[OH-].Cl. The catalyst is C1COCC1.O. The product is [CH2:16]([C:15]1[C:7]2[CH:6]([CH2:5][C:4]([OH:25])=[O:3])[O:10][B:9]([OH:11])[C:8]=2[CH:12]=[C:13]([O:18][C:19]2[N:20]=[CH:21][CH:22]=[CH:23][N:24]=2)[CH:14]=1)[CH3:17]. The yield is 0.250.